From a dataset of Catalyst prediction with 721,799 reactions and 888 catalyst types from USPTO. Predict which catalyst facilitates the given reaction. Reactant: C[O:2][C:3]([C:5]1[S:6][C:7]([C:14](=[O:27])[NH:15][CH2:16][C:17]2[CH:25]=[CH:24][CH:23]=[C:22]3[C:18]=2[CH2:19][C:20](=[O:26])[NH:21]3)=[CH:8][C:9]=1[C:10]([F:13])([F:12])[F:11])=[O:4].O.[OH-].[Li+].C1COCC1.Cl. Product: [O:26]=[C:20]1[CH2:19][C:18]2[C:22](=[CH:23][CH:24]=[CH:25][C:17]=2[CH2:16][NH:15][C:14]([C:7]2[S:6][C:5]([C:3]([OH:4])=[O:2])=[C:9]([C:10]([F:13])([F:11])[F:12])[CH:8]=2)=[O:27])[NH:21]1. The catalyst class is: 6.